From a dataset of Full USPTO retrosynthesis dataset with 1.9M reactions from patents (1976-2016). Predict the reactants needed to synthesize the given product. (1) Given the product [C:24]([NH:23][C:14]1[C:13]([Cl:12])=[CH:18][C:17]([N+:19]([O-:21])=[O:20])=[C:16]([CH:2]([C:1]([O:8][CH3:9])=[O:7])[C:3]([O:5][CH3:6])=[O:4])[CH:15]=1)(=[O:26])[CH3:25], predict the reactants needed to synthesize it. The reactants are: [C:1]([O:8][CH3:9])(=[O:7])[CH2:2][C:3]([O:5][CH3:6])=[O:4].[H-].[Na+].[Cl:12][C:13]1[CH:18]=[C:17]([N+:19]([O-:21])=[O:20])[C:16](Cl)=[CH:15][C:14]=1[NH:23][C:24](=[O:26])[CH3:25]. (2) The reactants are: C([O:5][C:6]([CH:8]([C:28]1[CH:33]=[CH:32][CH:31]=[CH:30][CH:29]=1)[N:9]1[C:13]2[CH:14]=[C:15]([C:18]#[N:19])[CH:16]=[CH:17][C:12]=2[N:11](C(OC(C)(C)C)=O)[C:10]1=[O:27])=[O:7])(C)(C)C.FC(F)(F)C(O)=O. Given the product [C:18]([C:15]1[CH:16]=[CH:17][C:12]2[NH:11][C:10](=[O:27])[N:9]([CH:8]([C:28]3[CH:33]=[CH:32][CH:31]=[CH:30][CH:29]=3)[C:6]([OH:7])=[O:5])[C:13]=2[CH:14]=1)#[N:19], predict the reactants needed to synthesize it. (3) Given the product [Cl:21][C:17]1[CH:18]=[C:19]2[NH:20][C:12]([C:10]3[CH:9]=[CH:8][N:7]=[C:6]([NH:5][C:3](=[O:4])[CH2:2][N:35]4[CH2:36][CH2:37][N:32]([CH3:31])[CH2:33][CH2:34]4)[CH:11]=3)=[C:13]([C:22]3[CH:27]=[CH:26][C:25]([O:28][CH3:29])=[C:24]([CH3:30])[N:23]=3)[C:14]2=[N:15][CH:16]=1, predict the reactants needed to synthesize it. The reactants are: Cl[CH2:2][C:3]([NH:5][C:6]1[CH:11]=[C:10]([C:12]2[NH:20][C:19]3[C:14](=[N:15][CH:16]=[C:17]([Cl:21])[CH:18]=3)[C:13]=2[C:22]2[CH:27]=[CH:26][C:25]([O:28][CH3:29])=[C:24]([CH3:30])[N:23]=2)[CH:9]=[CH:8][N:7]=1)=[O:4].[CH3:31][N:32]1[CH2:37][CH2:36][NH:35][CH2:34][CH2:33]1.C([O-])([O-])=O.[K+].[K+].